Dataset: Full USPTO retrosynthesis dataset with 1.9M reactions from patents (1976-2016). Task: Predict the reactants needed to synthesize the given product. (1) Given the product [CH2:24]([N:11]1[CH:12]=[C:13]2[C:14]([NH:15][C:16]3[CH:17]=[CH:18][CH:19]=[CH:20][C:21]=3[C:22]2=[O:23])=[C:10]1[C:8]1[CH:7]=[CH:6][C:5]2[O:1][CH2:2][CH2:31][C:4]=2[CH:9]=1)[C:25]1[CH:30]=[CH:29][CH:28]=[CH:27][CH:26]=1, predict the reactants needed to synthesize it. The reactants are: [O:1]1[C:5]2[CH:6]=[CH:7][C:8]([CH:10]3[C:14]4[NH:15][C:16]5[CH:17]=[CH:18][CH:19]=[CH:20][C:21]=5[C:22](=[O:23])[C:13]=4[CH2:12][N:11]3[CH2:24][C:25]3[CH:30]=[CH:29][CH:28]=[CH:27][CH:26]=3)=[CH:9][C:4]=2O[CH2:2]1.[CH:31]1C=C(Cl)C=C(C(OO)=O)C=1.CO.C(Cl)Cl. (2) Given the product [C:60]([CH2:59][NH:58][CH2:57][C:53]1[CH:52]=[C:51]([C:48]2[CH:47]=[CH:46][C:45]([CH2:44][C@H:38]([NH:37][C:71]3[CH:72]=[CH:73][CH:74]=[CH:69][C:70]=3[C:75]([O:77][CH2:78][CH3:79])=[O:76])[C:39]([O:41][CH2:42][CH3:43])=[O:40])=[CH:50][CH:49]=2)[CH:56]=[CH:55][CH:54]=1)(=[O:67])[C:61]1[CH:62]=[CH:63][CH:64]=[CH:65][CH:66]=1, predict the reactants needed to synthesize it. The reactants are: C(C1C=CC=CC=1N[C@@H](CC1C=CC(C2C=CC=C(NC)C=2)=CC=1)C(OCC)=O)(=O)C1C=CC=CC=1.[NH2:37][C@@H:38]([CH2:44][C:45]1[CH:50]=[CH:49][C:48]([C:51]2[CH:56]=[CH:55][CH:54]=[C:53]([CH2:57][NH:58][CH2:59][C:60](=[O:67])[C:61]3[CH:66]=[CH:65][CH:64]=[CH:63][CH:62]=3)[CH:52]=2)=[CH:47][CH:46]=1)[C:39]([O:41][CH2:42][CH3:43])=[O:40].O=[C:69]1[CH2:74][CH2:73][CH2:72][CH2:71][CH:70]1[C:75]([O:77][CH2:78][CH3:79])=[O:76]. (3) Given the product [Cl:13][C:14]1[CH:15]=[C:16]([C:24]2[O:28][N:27]=[C:26]([C:29]3[CH:30]=[CH:31][CH:32]=[C:33]4[C:37]=3[N:36]([CH3:38])[CH:35]=[C:34]4[CH2:39][N:2]3[CH2:7][CH2:6][CH:5]([C:8]([O:10][CH2:11][CH3:12])=[O:9])[CH2:4][CH2:3]3)[N:25]=2)[CH:17]=[CH:18][C:19]=1[O:20][CH:21]([CH3:22])[CH3:23], predict the reactants needed to synthesize it. The reactants are: Cl.[NH:2]1[CH2:7][CH2:6][CH:5]([C:8]([O:10][CH2:11][CH3:12])=[O:9])[CH2:4][CH2:3]1.[Cl:13][C:14]1[CH:15]=[C:16]([C:24]2[O:28][N:27]=[C:26]([C:29]3[CH:30]=[CH:31][CH:32]=[C:33]4[C:37]=3[N:36]([CH3:38])[CH:35]=[C:34]4[CH:39]=O)[N:25]=2)[CH:17]=[CH:18][C:19]=1[O:20][CH:21]([CH3:23])[CH3:22].[OH-].[Na+]. (4) Given the product [ClH:20].[CH3:1][O:2][C:3]1[C:7]([CH2:8][NH2:9])=[CH:6][N:5]([C:10]2[CH:15]=[N:14][C:13]([C:16]([F:19])([F:17])[F:18])=[N:12][CH:11]=2)[N:4]=1, predict the reactants needed to synthesize it. The reactants are: [CH3:1][O:2][C:3]1[C:7]([C:8]#[N:9])=[CH:6][N:5]([C:10]2[CH:11]=[N:12][C:13]([C:16]([F:19])([F:18])[F:17])=[N:14][CH:15]=2)[N:4]=1.[ClH:20]. (5) Given the product [CH3:1][O:2][C:3](=[O:22])[C:4]1[CH:9]=[CH:8][CH:7]=[C:6]([S:10][C:11]2[C:19]3[C:14](=[CH:15][C:16]([Cl:20])=[CH:17][CH:18]=3)[N:13]([C:24]3[CH:29]=[CH:28][CH:27]=[CH:26][CH:25]=3)[C:12]=2[CH3:21])[CH:5]=1, predict the reactants needed to synthesize it. The reactants are: [CH3:1][O:2][C:3](=[O:22])[C:4]1[CH:9]=[CH:8][CH:7]=[C:6]([S:10][C:11]2[C:19]3[C:14](=[CH:15][C:16]([Cl:20])=[CH:17][CH:18]=3)[NH:13][C:12]=2[CH3:21])[CH:5]=1.N[C@@H:24]1[CH2:29][CH2:28][CH2:27][CH2:26][C@H:25]1N.IC1C=CC=CC=1.[O-]P([O-])([O-])=O.[K+].[K+].[K+].